From a dataset of Full USPTO retrosynthesis dataset with 1.9M reactions from patents (1976-2016). Predict the reactants needed to synthesize the given product. Given the product [NH:8]1[C:7]2[CH:11]=[CH:12][C:4]([NH:1][C:2]([NH:23][C@@H:21]([C:18]3[CH:19]=[CH:20][C:15]([O:14][CH3:13])=[CH:16][CH:17]=3)[CH3:22])=[S:3])=[CH:5][C:6]=2[N:10]=[CH:9]1, predict the reactants needed to synthesize it. The reactants are: [N:1]([C:4]1[CH:12]=[CH:11][C:7]2[NH:8][CH:9]=[N:10][C:6]=2[CH:5]=1)=[C:2]=[S:3].[CH3:13][O:14][C:15]1[CH:20]=[CH:19][C:18]([C@H:21]([NH2:23])[CH3:22])=[CH:17][CH:16]=1.